Dataset: Choline transporter screen with 302,306 compounds. Task: Binary Classification. Given a drug SMILES string, predict its activity (active/inactive) in a high-throughput screening assay against a specified biological target. (1) The molecule is Clc1c(NC(=O)c2cc(NC(=O)c3sccc3)ccc2)cccc1. The result is 0 (inactive). (2) The compound is Brc1ccc(NC(=O)CSCC#N)cc1. The result is 0 (inactive). (3) The molecule is O=C1N(CC(C1)C(=O)NCCc1c2c([nH]c1)cccc2)c1ccc(OC)cc1. The result is 0 (inactive). (4) The drug is s1c(CNc2ccc(N3CCN(CC3)C(=O)C)cc2)ccc1. The result is 0 (inactive). (5) The drug is O1C(c2c(C1=O)cccc2)CC(=O)NC(C)C. The result is 0 (inactive).